Dataset: Full USPTO retrosynthesis dataset with 1.9M reactions from patents (1976-2016). Task: Predict the reactants needed to synthesize the given product. Given the product [N:33]1([S:30]([N:6]([CH2:5][C:4]([OH:42])=[O:3])[CH2:7][C:8]2[CH:13]=[CH:12][CH:11]=[C:10]([O:14][CH2:15][CH2:16][C:17]3[N:18]=[C:19]([C:23]4[CH:24]=[CH:25][C:26]([CH3:29])=[CH:27][CH:28]=4)[O:20][C:21]=3[CH3:22])[CH:9]=2)(=[O:31])=[O:32])[C:41]2[C:36](=[CH:37][CH:38]=[CH:39][CH:40]=2)[CH2:35][CH2:34]1, predict the reactants needed to synthesize it. The reactants are: C([O:3][C:4](=[O:42])[CH2:5][N:6]([S:30]([N:33]1[C:41]2[C:36](=[CH:37][CH:38]=[CH:39][CH:40]=2)[CH2:35][CH2:34]1)(=[O:32])=[O:31])[CH2:7][C:8]1[CH:13]=[CH:12][CH:11]=[C:10]([O:14][CH2:15][CH2:16][C:17]2[N:18]=[C:19]([C:23]3[CH:28]=[CH:27][C:26]([CH3:29])=[CH:25][CH:24]=3)[O:20][C:21]=2[CH3:22])[CH:9]=1)C.O.[OH-].[Li+].